Dataset: Tox21: 12 toxicity assays (nuclear receptors and stress response pathways). Task: Binary classification across 12 toxicity assays. (1) The molecule is S=c1nccc[nH]1. It tested positive (active) for: NR-ER (Estrogen Receptor agonist activity). (2) The drug is O=C(O)C(F)(F)C(F)(F)C(F)(F)C(F)(F)C(F)(F)C(F)(F)C(F)(F)C(F)(F)F. It tested positive (active) for: SR-ARE (Antioxidant Response Element (oxidative stress)), and SR-p53 (p53 tumor suppressor activation). (3) The drug is CCCOC(=O)c1ccc(O)cc1. It tested positive (active) for: NR-ER (Estrogen Receptor agonist activity), NR-ER-LBD (Estrogen Receptor Ligand Binding Domain agonist), and SR-MMP (Mitochondrial Membrane Potential disruption). (4) The compound is Oc1ccc(Cl)cc1Cc1cc(Cl)ccc1O. It tested positive (active) for: SR-HSE (Heat Shock Element response), SR-MMP (Mitochondrial Membrane Potential disruption), and SR-p53 (p53 tumor suppressor activation). (5) The drug is C[C@]12CC[C@H]3[C@@H](C=CC4=CC(=O)CC[C@@]43C)[C@@H]1CC[C@@]2(O)CCC(=O)[O-]. It tested positive (active) for: NR-AR (Androgen Receptor agonist activity), and NR-AR-LBD (Androgen Receptor Ligand Binding Domain agonist). (6) The compound is Nc1ccc(Cl)cc1. It tested positive (active) for: NR-AhR (Aryl hydrocarbon Receptor agonist activity). (7) The molecule is Oc1ccc2c(c1)-c1ccccc1C2. It tested positive (active) for: NR-AhR (Aryl hydrocarbon Receptor agonist activity), NR-ER (Estrogen Receptor agonist activity), NR-ER-LBD (Estrogen Receptor Ligand Binding Domain agonist), SR-ARE (Antioxidant Response Element (oxidative stress)), and SR-MMP (Mitochondrial Membrane Potential disruption). (8) The compound is Cc1cccc(C)c1NC(=O)CC12CCCN1CCC2. It tested positive (active) for: NR-AR (Androgen Receptor agonist activity). (9) The compound is CCCCCCCCCCCOC(=O)c1ccccc1C(=O)OCCCCCCCCCCC. It tested positive (active) for: NR-ER (Estrogen Receptor agonist activity). (10) The molecule is CC(=O)O[C@H]1CC[C@@]2(C)C(=CC[C@H]3[C@@H]4CCC(=O)[C@@]4(C)CC[C@@H]32)C1. It tested positive (active) for: NR-ER (Estrogen Receptor agonist activity), NR-ER-LBD (Estrogen Receptor Ligand Binding Domain agonist), and SR-MMP (Mitochondrial Membrane Potential disruption).